This data is from Reaction yield outcomes from USPTO patents with 853,638 reactions. The task is: Predict the reaction yield, written as a fraction of the theoretical maximum amount of product (1.0 means a 100% yield; for example, 0.34 means a 34% yield). The reactants are [F:1][C:2]([F:12])([F:11])[O:3][C:4]1[CH:9]=[CH:8][C:7]([OH:10])=[CH:6][CH:5]=1.Cl[C:14]1[C:15]([CH3:29])=[CH:16][C:17]([N+:26]([O-:28])=[O:27])=[C:18]([CH:25]=1)[C:19]([O:21][CH:22]([CH3:24])[CH3:23])=[O:20].C(=O)([O-])[O-].[K+].[K+]. The catalyst is CC(N(C)C)=O. The product is [CH3:29][C:15]1[C:14]([O:10][C:7]2[CH:6]=[CH:5][C:4]([O:3][C:2]([F:11])([F:12])[F:1])=[CH:9][CH:8]=2)=[CH:25][C:18]([C:19]([O:21][CH:22]([CH3:24])[CH3:23])=[O:20])=[C:17]([N+:26]([O-:28])=[O:27])[CH:16]=1. The yield is 0.979.